This data is from CYP2C19 inhibition data for predicting drug metabolism from PubChem BioAssay. The task is: Regression/Classification. Given a drug SMILES string, predict its absorption, distribution, metabolism, or excretion properties. Task type varies by dataset: regression for continuous measurements (e.g., permeability, clearance, half-life) or binary classification for categorical outcomes (e.g., BBB penetration, CYP inhibition). Dataset: cyp2c19_veith. (1) The drug is Cc1nc(SCC(=O)Nc2ccc3c(c2)OCCO3)c2oc3ccccc3c2n1. The result is 1 (inhibitor). (2) The compound is CC(C)=C[C@H]1[C@@H](C(=O)Oc2ccccc2C(C)C)C1(C)C. The result is 1 (inhibitor). (3) The molecule is Cc1ccc(-c2csc(N3CCC(NS(=O)(=O)c4ccc5c(c4)OCCO5)CC3)n2)cc1. The result is 1 (inhibitor). (4) The compound is FC(F)(F)c1ccccc1-c1nc(NCc2cccnc2)c2ccccc2n1. The result is 1 (inhibitor). (5) The compound is CCc1cc2c(=O)n(CCO)c(CC)nc2s1. The result is 0 (non-inhibitor). (6) The result is 0 (non-inhibitor). The drug is COc1ccc(C(=O)N2CCC3(CC2)CCN(c2ccncc2)CC3)cc1. (7) The compound is CCOc1ccccc1NC(=O)C1Cc2ccccc2CN1S(C)(=O)=O. The result is 1 (inhibitor).